Dataset: Full USPTO retrosynthesis dataset with 1.9M reactions from patents (1976-2016). Task: Predict the reactants needed to synthesize the given product. (1) Given the product [CH:28]1[CH:29]=[CH:30][C:25]2[S:24][N:23]=[C:22]([N:16]3[CH2:17][CH2:18][N:19]([CH2:13][CH2:12][C:3]4[CH:4]=[C:5]5[CH2:6][C:7](=[O:11])[NH:8][C:9]5=[CH:10][C:2]=4[Cl:1])[CH2:20][CH2:21]3)[C:26]=2[CH:27]=1, predict the reactants needed to synthesize it. The reactants are: [Cl:1][C:2]1[CH:10]=[C:9]2[C:5]([CH2:6][C:7](=[O:11])[NH:8]2)=[CH:4][C:3]=1[CH2:12][CH2:13]Cl.Cl.[N:16]1([C:22]2[C:26]3[CH:27]=[CH:28][CH:29]=[CH:30][C:25]=3[S:24][N:23]=2)[CH2:21][CH2:20][NH:19][CH2:18][CH2:17]1.C(=O)([O-])[O-].[Na+].[Na+].CN1CCCC1=O. (2) Given the product [C:37]([O:36][C:34]([N:21]1[CH2:20][CH2:19][C:18]([C:12]2[CH:13]=[CH:14][CH:15]=[CH:16][CH:17]=2)([C:24]([OH:26])=[O:25])[CH2:23][CH2:22]1)=[O:35])([CH3:40])([CH3:39])[CH3:38], predict the reactants needed to synthesize it. The reactants are: CC1C=CC(S(O)(=O)=O)=CC=1.[C:12]1([C:18]2([C:24]([OH:26])=[O:25])[CH2:23][CH2:22][NH:21][CH2:20][CH2:19]2)[CH:17]=[CH:16][CH:15]=[CH:14][CH:13]=1.C(N(CC)CC)C.[C:34](O[C:34]([O:36][C:37]([CH3:40])([CH3:39])[CH3:38])=[O:35])([O:36][C:37]([CH3:40])([CH3:39])[CH3:38])=[O:35].